This data is from Full USPTO retrosynthesis dataset with 1.9M reactions from patents (1976-2016). The task is: Predict the reactants needed to synthesize the given product. (1) The reactants are: [Br:1][C:2]1[CH:3]=[C:4]([C@@H:9]([NH:19][C:20](=[O:26])[O:21]C(C)(C)C)[C@@H:10]([C:12]2[CH:17]=[CH:16][C:15]([F:18])=[CH:14][CH:13]=2)O)[C:5]([F:8])=[N:6][CH:7]=1.FC(F)(F)C(O)=O.C(N1C=CN=C1)(N1C=CN=C1)=O. Given the product [Br:1][C:2]1[CH:3]=[C:4]([C@@H:9]2[C@@H:10]([C:12]3[CH:13]=[CH:14][C:15]([F:18])=[CH:16][CH:17]=3)[O:26][C:20](=[O:21])[NH:19]2)[C:5]([F:8])=[N:6][CH:7]=1, predict the reactants needed to synthesize it. (2) Given the product [CH3:22][O:6][C:5](=[O:7])[C:4]1[CH:8]=[C:9]([N:12]2[C:16](=[S:17])[NH:15][N:14]=[CH:13]2)[CH:10]=[CH:11][C:3]=1[O:2][CH3:1], predict the reactants needed to synthesize it. The reactants are: [CH3:1][O:2][C:3]1[CH:11]=[CH:10][C:9]([N:12]2[C:16](=[S:17])[NH:15][N:14]=[CH:13]2)=[CH:8][C:4]=1[C:5]([OH:7])=[O:6].S(Cl)(Cl)=O.[CH3:22]O. (3) Given the product [CH2:1]=[CH:2][CH:3]=[CH2:4].[CH2:5]=[CH:6][C:7]1[CH:12]=[CH:11][CH:10]=[CH:9][CH:8]=1, predict the reactants needed to synthesize it. The reactants are: [CH2:1]=[CH:2][CH:3]=[CH2:4].[CH2:5]=[CH:6][C:7]1[CH:12]=[CH:11][CH:10]=[CH:9][CH:8]=1.C(#N)C=C.C(OC)(=O)C(C)=C. (4) Given the product [CH:29]([C:26]1[CH:25]=[CH:24][C:23]([C:9]([C:6]2[CH:5]=[CH:4][C:3]([CH:1]=[CH2:2])=[CH:8][CH:7]=2)([C:15]2[CH:20]=[CH:19][C:18]([CH:21]=[CH2:22])=[CH:17][CH:16]=2)[CH2:10][C:11]([OH:13])=[O:12])=[CH:28][CH:27]=1)=[CH2:30], predict the reactants needed to synthesize it. The reactants are: [CH:1]([C:3]1[CH:8]=[CH:7][C:6]([C:9]([C:23]2[CH:28]=[CH:27][C:26]([CH:29]=[CH2:30])=[CH:25][CH:24]=2)([C:15]2[CH:20]=[CH:19][C:18]([CH:21]=[CH2:22])=[CH:17][CH:16]=2)[CH2:10][C:11]([O:13]C)=[O:12])=[CH:5][CH:4]=1)=[CH2:2].[OH-].[Li+]. (5) Given the product [C:44]([C:2]1[C:11]2[C:6](=[CH:7][CH:8]=[CH:9][CH:10]=2)[CH:5]=[N:4][C:3]=1[N:12]([CH2:27][C:28]1[CH:33]=[CH:32][C:31]([O:34][C:35]([F:38])([F:37])[F:36])=[CH:30][CH:29]=1)[S:13]([C:16]1[CH:26]=[CH:25][C:19]([C:20]([O:22][CH2:23][CH3:24])=[O:21])=[CH:18][CH:17]=1)(=[O:15])=[O:14])(=[O:46])[CH3:45], predict the reactants needed to synthesize it. The reactants are: Br[C:2]1[C:11]2[C:6](=[CH:7][CH:8]=[CH:9][CH:10]=2)[CH:5]=[N:4][C:3]=1[N:12]([CH2:27][C:28]1[CH:33]=[CH:32][C:31]([O:34][C:35]([F:38])([F:37])[F:36])=[CH:30][CH:29]=1)[S:13]([C:16]1[CH:26]=[CH:25][C:19]([C:20]([O:22][CH2:23][CH3:24])=[O:21])=[CH:18][CH:17]=1)(=[O:15])=[O:14].C([Sn](CCCC)(CCCC)[C:44]([O:46]CC)=[CH2:45])CCC.[F-].[K+]. (6) Given the product [NH:31]1[C:39]2[C:34](=[CH:35][CH:36]=[CH:37][CH:38]=2)[C:33]([C:40]2[N:41]=[N:42][N:43]([C:45]3[CH:50]=[CH:49][C:48]([CH2:51][NH:52][C:28]([CH:23]4[CH2:24][CH2:25][CH2:26][CH2:27]4)=[O:30])=[CH:47][CH:46]=3)[CH:44]=2)=[N:32]1, predict the reactants needed to synthesize it. The reactants are: CN(C(ON1N=NC2C=CC=CC1=2)=[N+](C)C)C.[B-](F)(F)(F)F.[CH:23]1([C:28]([OH:30])=O)[CH2:27][CH2:26][CH2:25][CH2:24]1.[NH:31]1[C:39]2[C:34](=[CH:35][CH:36]=[CH:37][CH:38]=2)[C:33]([C:40]2[N:41]=[N:42][N:43]([C:45]3[CH:50]=[CH:49][C:48]([CH2:51][NH2:52])=[CH:47][CH:46]=3)[CH:44]=2)=[N:32]1.CCN(C(C)C)C(C)C. (7) The reactants are: [O:1]=[C:2]1[C:10]2([CH2:14][O:13][C:12]3[CH:15]=[C:16]4[C:20](=[CH:21][C:11]2=3)[CH2:19][CH2:18][O:17]4)[C:9]2[C:8]([CH:22]=O)=[CH:7][CH:6]=[CH:5][C:4]=2[N:3]1[CH2:24][C@H:25]1[CH2:29][CH2:28][CH2:27][O:26]1.[CH3:30][NH:31][CH3:32].C(O[BH-](OC(=O)C)OC(=O)C)(=O)C.[Na+]. Given the product [CH3:30][N:31]([CH2:22][C:8]1[CH:7]=[CH:6][CH:5]=[C:4]2[C:9]=1[C:10]1([CH2:14][O:13][C:12]3[CH:15]=[C:16]4[C:20](=[CH:21][C:11]1=3)[CH2:19][CH2:18][O:17]4)[C:2](=[O:1])[N:3]2[CH2:24][C@H:25]1[CH2:29][CH2:28][CH2:27][O:26]1)[CH3:32], predict the reactants needed to synthesize it.